Dataset: Forward reaction prediction with 1.9M reactions from USPTO patents (1976-2016). Task: Predict the product of the given reaction. (1) Given the reactants Cl.[CH2:2]([O:4][C:5](=[O:31])[CH:6]([C:20]1[CH:25]=[C:24]([C:26]#[N:27])[CH:23]=[CH:22][C:21]=1[N+:28]([O-])=O)[C:7]1[CH:12]=[CH:11][C:10]([CH2:13][N:14]2[CH2:19][CH2:18][O:17][CH2:16][CH2:15]2)=[CH:9][N:8]=1)[CH3:3].C(=O)([O-])O.[Na+], predict the reaction product. The product is: [CH2:2]([O:4][C:5](=[O:31])[CH:6]([C:20]1[CH:25]=[C:24]([C:26]#[N:27])[CH:23]=[CH:22][C:21]=1[NH2:28])[C:7]1[CH:12]=[CH:11][C:10]([CH2:13][N:14]2[CH2:19][CH2:18][O:17][CH2:16][CH2:15]2)=[CH:9][N:8]=1)[CH3:3]. (2) Given the reactants [CH3:1][N:2]([CH2:14][C:15]([OH:17])=O)[NH:3][C:4](=[O:13])[NH:5][CH2:6][C:7]1[CH:12]=[CH:11][N:10]=[CH:9][CH:8]=1.[NH2:18][C@@H:19]([CH3:43])[C:20]([N:22]([C@@H:34]([CH3:42])[CH:35]([O:39][CH2:40][CH3:41])[O:36][CH2:37][CH3:38])[CH2:23][C:24]1[C:33]2[C:28](=[CH:29][CH:30]=[CH:31][CH:32]=2)[CH:27]=[CH:26][CH:25]=1)=[O:21], predict the reaction product. The product is: [CH2:40]([O:39][CH:35]([O:36][CH2:37][CH3:38])[C@@H:34]([N:22]([CH2:23][C:24]1[C:33]2[C:28](=[CH:29][CH:30]=[CH:31][CH:32]=2)[CH:27]=[CH:26][CH:25]=1)[C:20](=[O:21])[C@@H:19]([NH:18][C:15](=[O:17])[CH2:14][N:2]([CH3:1])[NH:3][C:4]([NH:5][CH2:6][C:7]1[CH:8]=[CH:9][N:10]=[CH:11][CH:12]=1)=[O:13])[CH3:43])[CH3:42])[CH3:41]. (3) Given the reactants [CH3:1][O:2][C:3]1[CH:4]=[C:5]([C:9]2([C:16]([OH:18])=[O:17])[CH2:14][CH2:13][C:12](=[O:15])[CH2:11][CH2:10]2)[CH:6]=[CH:7][CH:8]=1.[CH3:19]I.O.[Cl-].[NH4+], predict the reaction product. The product is: [CH3:1][O:2][C:3]1[CH:4]=[C:5]([C:9]2([C:16]([O:18][CH3:19])=[O:17])[CH2:10][CH2:11][C:12](=[O:15])[CH2:13][CH2:14]2)[CH:6]=[CH:7][CH:8]=1. (4) Given the reactants [F:1][C:2]1[CH:7]=[C:6]([F:8])[CH:5]=[CH:4][C:3]=1[C:9]([OH:32])([CH2:26][N:27]1[CH:31]=[N:30][N:29]=[N:28]1)[C:10]([C:13]1[N:18]=[CH:17][C:16](/[CH:19]=[CH:20]/[C:21]([O:23][CH2:24][CH3:25])=[O:22])=[CH:15][CH:14]=1)([F:12])[F:11], predict the reaction product. The product is: [F:1][C:2]1[CH:7]=[C:6]([F:8])[CH:5]=[CH:4][C:3]=1[C:9]([OH:32])([CH2:26][N:27]1[CH:31]=[N:30][N:29]=[N:28]1)[C:10]([C:13]1[N:18]=[CH:17][C:16]([CH2:19][CH2:20][C:21]([O:23][CH2:24][CH3:25])=[O:22])=[CH:15][CH:14]=1)([F:11])[F:12]. (5) Given the reactants F[B-](F)(F)F.[O:6]=[N+:7]=[O:8].[Br:9][C:10]1[CH:11]=[C:12]2[C:16](=[CH:17][C:18]=1[Cl:19])[NH:15][N:14]=[C:13]2[NH:20][C:21](=[O:25])[CH2:22][CH2:23][CH3:24].C(OCC)(=O)C.C(=O)([O-])O.[Na+], predict the reaction product. The product is: [Br:9][C:10]1[CH:11]=[C:12]2[C:16](=[C:17]([N+:7]([O-:8])=[O:6])[C:18]=1[Cl:19])[NH:15][N:14]=[C:13]2[NH:20][C:21](=[O:25])[CH2:22][CH2:23][CH3:24]. (6) Given the reactants C[C@]1(NC2C=NC(C(F)(F)F)=CN=2)CCC[C@@H]1NC(C1C(N2N=CC=N2)=CC=CN=1)=O.[CH3:32][C@:33]1([NH:39][C:40]2[CH:45]=[N:44][C:43]([C:46]([F:49])([F:48])[F:47])=[CH:42][N:41]=2)[CH2:37][CH2:36][CH2:35][C@@H:34]1[NH2:38].[N:50]1[CH:55]=[CH:54][CH:53]=[N:52][C:51]=1[C:56]1[CH:64]=[CH:63][CH:62]=[CH:61][C:57]=1[C:58](O)=[O:59].C(N(CC)CC)C, predict the reaction product. The product is: [CH3:32][C@:33]1([NH:39][C:40]2[CH:45]=[N:44][C:43]([C:46]([F:49])([F:47])[F:48])=[CH:42][N:41]=2)[CH2:37][CH2:36][CH2:35][C@@H:34]1[NH:38][C:58](=[O:59])[C:57]1[CH:61]=[CH:62][CH:63]=[CH:64][C:56]=1[C:51]1[N:50]=[CH:55][CH:54]=[CH:53][N:52]=1.